This data is from Reaction yield outcomes from USPTO patents with 853,638 reactions. The task is: Predict the reaction yield, written as a fraction of the theoretical maximum amount of product (1.0 means a 100% yield; for example, 0.34 means a 34% yield). (1) The reactants are [C:1]([O:4][C@H:5]1[CH2:22][CH2:21][C@@:20]2([CH3:23])[C@@H:7]([CH2:8][CH2:9][C@:10]3([CH3:35])[C@@H:19]2[CH2:18][CH2:17][C@H:16]2[C@@:11]3([CH3:34])[CH2:12][CH2:13][C@@:14]3([CH2:31][CH2:32][NH2:33])[CH2:26][C:25](=[O:27])[C:24]([CH:28]([CH3:30])[CH3:29])=[C:15]32)[C:6]1([CH3:37])[CH3:36])(=[O:3])[CH3:2].[O:38](C(OC(C)(C)C)=O)[C:39]([O:41][C:42]([CH3:45])([CH3:44])[CH3:43])=O. The catalyst is ClCCl. The product is [C:1]([O:4][C@H:5]1[CH2:22][CH2:21][C@@:20]2([CH3:23])[C@@H:7]([CH2:8][CH2:9][C@:10]3([CH3:35])[C@@H:19]2[CH2:18][CH2:17][C@H:16]2[C@@:11]3([CH3:34])[CH2:12][CH2:13][C@@:14]3([CH2:31][CH2:32][NH:33][C:39]([O:41][C:42]([CH3:45])([CH3:44])[CH3:43])=[O:38])[CH2:26][C:25](=[O:27])[C:24]([CH:28]([CH3:30])[CH3:29])=[C:15]32)[C:6]1([CH3:36])[CH3:37])(=[O:3])[CH3:2]. The yield is 0.810. (2) The reactants are [CH2:1]([N:6]1[C:14]2[N:13]=[CH:12][NH:11][C:10]=2[C:9](=[O:15])[NH:8][C:7]1=[S:16])[CH2:2][CH2:3][CH2:4][CH3:5].S(OC)(O[CH3:21])(=O)=O.C(O)(=O)C. The catalyst is [OH-].[Na+].O. The product is [CH3:21][S:16][C:7]1[N:6]([CH2:1][CH2:2][CH2:3][CH2:4][CH3:5])[C:14]2[N:13]=[CH:12][NH:11][C:10]=2[C:9](=[O:15])[N:8]=1. The yield is 0.400.